From a dataset of Reaction yield outcomes from USPTO patents with 853,638 reactions. Predict the reaction yield, written as a fraction of the theoretical maximum amount of product (1.0 means a 100% yield; for example, 0.34 means a 34% yield). (1) The reactants are [C:1]([C:5]1[CH:10]=[C:9]([C:11]([CH3:14])([CH3:13])[CH3:12])[CH:8]=[CH:7][C:6]=1[NH:15][C:16](=[O:20])/[CH:17]=N/O)([CH3:4])([CH3:3])[CH3:2].S(=O)(=O)(O)[OH:22]. No catalyst specified. The product is [C:11]([C:9]1[CH:8]=[C:7]2[C:6](=[C:5]([C:1]([CH3:4])([CH3:3])[CH3:2])[CH:10]=1)[NH:15][C:16](=[O:20])[C:17]2=[O:22])([CH3:14])([CH3:13])[CH3:12]. The yield is 0.420. (2) The reactants are CO[CH2:3][N:4]([CH2:10][C:11]1[CH:16]=[CH:15][CH:14]=[CH:13][CH:12]=1)[CH2:5][Si](C)(C)C.[Cl:17][C:18]1[CH:23]=[CH:22][C:21](/[CH:24]=[CH:25]/[N+:26]([O-:28])=[O:27])=[CH:20][C:19]=1[Cl:29].FC(F)(F)C(O)=O. The catalyst is C(Cl)Cl. The product is [CH2:10]([N:4]1[CH2:5][CH:25]([N+:26]([O-:28])=[O:27])[CH:24]([C:21]2[CH:22]=[CH:23][C:18]([Cl:17])=[C:19]([Cl:29])[CH:20]=2)[CH2:3]1)[C:11]1[CH:16]=[CH:15][CH:14]=[CH:13][CH:12]=1. The yield is 0.790. (3) The reactants are C([O:3][C:4](=[O:37])[C:5]([O:8][C:9]1[CH:14]=[CH:13][C:12]([O:15][CH2:16][CH2:17][CH:18]([O:20][C:21]2[CH:26]=[CH:25][C:24]([CH2:27][CH3:28])=[CH:23][C:22]=2[C:29]([CH:31]2[CH2:36][CH2:35][CH2:34][CH2:33][CH2:32]2)=[O:30])[CH3:19])=[CH:11][CH:10]=1)([CH3:7])[CH3:6])C. The catalyst is C(O)C. The product is [CH:31]1([C:29]([C:22]2[CH:23]=[C:24]([CH2:27][CH3:28])[CH:25]=[CH:26][C:21]=2[O:20][CH:18]([CH3:19])[CH2:17][CH2:16][O:15][C:12]2[CH:11]=[CH:10][C:9]([O:8][C:5]([CH3:7])([CH3:6])[C:4]([OH:37])=[O:3])=[CH:14][CH:13]=2)=[O:30])[CH2:36][CH2:35][CH2:34][CH2:33][CH2:32]1. The yield is 1.00. (4) The reactants are C(OC([C:6]1[C:7]([N:15]2[CH2:20][CH2:19][C:18]([NH2:29])([CH2:21][C:22]3[CH:27]=[CH:26][C:25]([Cl:28])=[CH:24][CH:23]=3)[CH2:17][CH2:16]2)=[C:8]2[CH:14]=[N:13][NH:12][C:9]2=[N:10][CH:11]=1)=O)C.O. The catalyst is [OH-].[K+]. The product is [Cl:28][C:25]1[CH:26]=[CH:27][C:22]([CH2:21][C:18]2([NH2:29])[CH2:19][CH2:20][N:15]([C:7]3[CH:6]=[CH:11][N:10]=[C:9]4[NH:12][N:13]=[CH:14][C:8]=34)[CH2:16][CH2:17]2)=[CH:23][CH:24]=1. The yield is 0.570.